Dataset: Reaction yield outcomes from USPTO patents with 853,638 reactions. Task: Predict the reaction yield, written as a fraction of the theoretical maximum amount of product (1.0 means a 100% yield; for example, 0.34 means a 34% yield). (1) The reactants are [Cl:1][C:2]1[C:3]([OH:31])=[C:4]([S:9]([N:12]([CH2:21][C:22]2[CH:30]=[CH:29][C:25]([C:26]([OH:28])=O)=[CH:24][CH:23]=2)[CH2:13][C:14]2[CH:19]=[CH:18][C:17]([F:20])=[CH:16][CH:15]=2)(=[O:11])=[O:10])[CH:5]=[C:6]([Cl:8])[CH:7]=1.C(Cl)(=O)C(Cl)=O.Cl.[CH3:39][NH:40][O:41][CH3:42]. The catalyst is C(Cl)Cl.CN(C=O)C. The product is [Cl:1][C:2]1[C:3]([OH:31])=[C:4]([S:9]([N:12]([CH2:21][C:22]2[CH:30]=[CH:29][C:25]([C:26]([N:40]([O:41][CH3:42])[CH3:39])=[O:28])=[CH:24][CH:23]=2)[CH2:13][C:14]2[CH:19]=[CH:18][C:17]([F:20])=[CH:16][CH:15]=2)(=[O:10])=[O:11])[CH:5]=[C:6]([Cl:8])[CH:7]=1. The yield is 0.620. (2) The reactants are Cl.[CH3:2][NH:3][CH2:4][CH2:5][CH2:6][CH2:7][Cl:8].[P:9](Cl)([Cl:12])([Cl:11])=[O:10].C(N(CC)CC)C.[Cl-].[NH4+]. The catalyst is C(Cl)Cl. The product is [CH3:2][N:3]([CH2:4][CH2:5][CH2:6][CH2:7][Cl:8])[P:9]([Cl:12])([Cl:11])=[O:10]. The yield is 0.850. (3) The reactants are I[C:2]1[N:18]=[C:5]2[C:6]([C:10]3[CH:15]=[CH:14][C:13]([O:16][CH3:17])=[CH:12][CH:11]=3)=[CH:7][CH:8]=[CH:9][N:4]2[N:3]=1.[NH2:19][C:20]1[CH:21]=[N:22][N:23]([CH2:25][C@H:26]([OH:28])[CH3:27])[CH:24]=1.CC(C)([O-])C.[Na+].C1(P(C2C=CC=CC=2)C2C3OC4C(=CC=CC=4P(C4C=CC=CC=4)C4C=CC=CC=4)C(C)(C)C=3C=CC=2)C=CC=CC=1. The catalyst is O1CCOCC1.C1C=CC(/C=C/C(/C=C/C2C=CC=CC=2)=O)=CC=1.C1C=CC(/C=C/C(/C=C/C2C=CC=CC=2)=O)=CC=1.C1C=CC(/C=C/C(/C=C/C2C=CC=CC=2)=O)=CC=1.[Pd].[Pd]. The product is [CH3:17][O:16][C:13]1[CH:14]=[CH:15][C:10]([C:6]2[C:5]3[N:4]([N:3]=[C:2]([NH:19][C:20]4[CH:21]=[N:22][N:23]([CH2:25][C@H:26]([OH:28])[CH3:27])[CH:24]=4)[N:18]=3)[CH:9]=[CH:8][CH:7]=2)=[CH:11][CH:12]=1. The yield is 0.730.